From a dataset of Full USPTO retrosynthesis dataset with 1.9M reactions from patents (1976-2016). Predict the reactants needed to synthesize the given product. Given the product [F:32][C:33]1[C:39]([F:40])=[CH:38][CH:37]=[C:36]([N+:41]([O-:43])=[O:42])[C:34]=1[NH:35][C:2]1[C:10]2[O:9][CH2:8][C@@H:7]([N:11]([C:26](=[O:31])[C:27]([F:30])([F:29])[F:28])[C:12]3[CH:25]=[CH:24][C:15]4[C@H:16]([CH2:19][C:20]([O:22][CH3:23])=[O:21])[CH2:17][O:18][C:14]=4[CH:13]=3)[C:6]=2[CH:5]=[CH:4][CH:3]=1, predict the reactants needed to synthesize it. The reactants are: Br[C:2]1[C:10]2[O:9][CH2:8][C@@H:7]([N:11]([C:26](=[O:31])[C:27]([F:30])([F:29])[F:28])[C:12]3[CH:25]=[CH:24][C:15]4[C@H:16]([CH2:19][C:20]([O:22][CH3:23])=[O:21])[CH2:17][O:18][C:14]=4[CH:13]=3)[C:6]=2[CH:5]=[CH:4][CH:3]=1.[F:32][C:33]1[C:39]([F:40])=[CH:38][CH:37]=[C:36]([N+:41]([O-:43])=[O:42])[C:34]=1[NH2:35].P([O-])([O-])([O-])=O.[K+].[K+].[K+].C1(P(C2CCCCC2)C2C=CC=CC=2C2C(C(C)C)=CC(C(C)C)=CC=2C(C)C)CCCCC1.